Dataset: Merck oncology drug combination screen with 23,052 pairs across 39 cell lines. Task: Regression. Given two drug SMILES strings and cell line genomic features, predict the synergy score measuring deviation from expected non-interaction effect. (1) Drug 1: CCC1=CC2CN(C1)Cc1c([nH]c3ccccc13)C(C(=O)OC)(c1cc3c(cc1OC)N(C)C1C(O)(C(=O)OC)C(OC(C)=O)C4(CC)C=CCN5CCC31C54)C2. Drug 2: Cn1nnc2c(C(N)=O)ncn2c1=O. Cell line: OV90. Synergy scores: synergy=32.7. (2) Drug 1: CN(C)C(=N)N=C(N)N. Drug 2: CCN(CC)CCNC(=O)c1c(C)[nH]c(C=C2C(=O)Nc3ccc(F)cc32)c1C. Cell line: OCUBM. Synergy scores: synergy=7.97. (3) Drug 1: Cn1c(=O)n(-c2ccc(C(C)(C)C#N)cc2)c2c3cc(-c4cnc5ccccc5c4)ccc3ncc21. Drug 2: CCc1cnn2c(NCc3ccc[n+]([O-])c3)cc(N3CCCCC3CCO)nc12. Cell line: RKO. Synergy scores: synergy=18.6.